From a dataset of Forward reaction prediction with 1.9M reactions from USPTO patents (1976-2016). Predict the product of the given reaction. (1) Given the reactants [Cl:1][C:2]1[C:8]([N:9]2[CH2:14][CH2:13][N:12]([CH:15]3[CH2:18][O:17][CH2:16]3)[CH2:11][CH2:10]2)=[CH:7][C:6]([CH:19]([F:21])[F:20])=[CH:5][C:3]=1[NH2:4].[CH:22]1([N:25]([CH2:41][C:42]2[CH:47]=[CH:46][C:45]([O:48][CH3:49])=[CH:44][CH:43]=2)[C:26]2[C:31]3=[N:32][CH:33]=[C:34]([C:35]#[N:36])[N:30]3[N:29]=[C:28](S(C)(=O)=O)[N:27]=2)[CH2:24][CH2:23]1.C(=O)([O-])[O-].[Cs+].[Cs+], predict the reaction product. The product is: [Cl:1][C:2]1[C:8]([N:9]2[CH2:10][CH2:11][N:12]([CH:15]3[CH2:18][O:17][CH2:16]3)[CH2:13][CH2:14]2)=[CH:7][C:6]([CH:19]([F:21])[F:20])=[CH:5][C:3]=1[NH:4][C:28]1[N:27]=[C:26]([N:25]([CH:22]2[CH2:24][CH2:23]2)[CH2:41][C:42]2[CH:47]=[CH:46][C:45]([O:48][CH3:49])=[CH:44][CH:43]=2)[C:31]2=[N:32][CH:33]=[C:34]([C:35]#[N:36])[N:30]2[N:29]=1. (2) Given the reactants [Cl:1][C:2]1[CH:7]=[CH:6][N:5]=[C:4]([C:8]([OH:10])=O)[CH:3]=1.O=S(Cl)Cl.C[CH2:16][N:17](CC)CC.CN, predict the reaction product. The product is: [CH3:16][NH:17][C:8]([C:4]1[CH:3]=[C:2]([Cl:1])[CH:7]=[CH:6][N:5]=1)=[O:10]. (3) Given the reactants [CH:1]1([CH2:4][O:5][N:6]=[C:7]([C:9]2[CH:10]=[CH:11][C:12]3[N:13]([C:15]([CH:18]([C:20]4[CH:21]=[C:22]5[C:27](=[CH:28][CH:29]=4)[N:26]=[CH:25][C:24](Br)=[CH:23]5)[CH3:19])=[N:16][N:17]=3)[N:14]=2)[CH3:8])[CH2:3][CH2:2]1.[N:31]1([CH2:37][B-](F)(F)F)[CH2:36][CH2:35][O:34][CH2:33][CH2:32]1.[K+].CC(C1C=C(C(C)C)C(C2C=CC=CC=2P(C2CCCCC2)C2CCCCC2)=C(C(C)C)C=1)C.C([O-])([O-])=O.[Cs+].[Cs+], predict the reaction product. The product is: [CH:1]1([CH2:4][O:5][N:6]=[C:7]([C:9]2[CH:10]=[CH:11][C:12]3[N:13]([C:15]([CH:18]([C:20]4[CH:21]=[C:22]5[C:27](=[CH:28][CH:29]=4)[N:26]=[CH:25][C:24]([CH2:37][N:31]4[CH2:36][CH2:35][O:34][CH2:33][CH2:32]4)=[CH:23]5)[CH3:19])=[N:16][N:17]=3)[N:14]=2)[CH3:8])[CH2:3][CH2:2]1.